From a dataset of Forward reaction prediction with 1.9M reactions from USPTO patents (1976-2016). Predict the product of the given reaction. (1) Given the reactants C(OC([N:11]1[CH2:22][CH2:21][N:20]([CH2:23][C:24]([O:26][C:27]([CH3:30])([CH3:29])[CH3:28])=[O:25])[CH2:19][CH2:18][N:17](C(OCC2C=CC=CC=2)=O)[CH2:16][CH2:15][N:14]([CH2:41][C:42]([O:44][C:45]([CH3:48])([CH3:47])[CH3:46])=[O:43])[CH2:13][CH2:12]1)=O)C1C=CC=CC=1.CCOCC, predict the reaction product. The product is: [C:24]([CH2:23][N:20]1[CH2:21][CH2:22][NH:11][CH2:12][CH2:13][N:14]([CH2:41][C:42]([O:44][C:45]([CH3:48])([CH3:47])[CH3:46])=[O:43])[CH2:15][CH2:16][NH:17][CH2:18][CH2:19]1)([O:26][C:27]([CH3:28])([CH3:30])[CH3:29])=[O:25]. (2) Given the reactants [N+:1]([C:4]1[C:5]2[C:9]([CH:10]=[CH:11][CH:12]=1)=[N+:8]([O-])[NH:7][C:6]=2[C:14]#[N:15])([O-:3])=[O:2].P(Cl)(Cl)Cl.[N+](C1C=CC=C2C=1C(C(O)=O)=NN2)([O-])=[O:21].CN(C(ON1N=NC2C=CC=NC1=2)=[N+](C)C)C.F[P-](F)(F)(F)(F)F.CCN(C(C)C)C(C)C.C(#N)C, predict the reaction product. The product is: [N+:1]([C:4]1[CH:12]=[CH:11][CH:10]=[C:9]2[C:5]=1[C:6]([C:14]([NH2:15])=[O:21])=[N:7][NH:8]2)([O-:3])=[O:2].